From a dataset of Forward reaction prediction with 1.9M reactions from USPTO patents (1976-2016). Predict the product of the given reaction. (1) Given the reactants [NH2:1][C:2]1[C:7]2=[CH:8][CH:9]=[C:10]([CH2:11][CH2:12][CH2:13][OH:14])[N:6]2[N:5]=[CH:4][N:3]=1.[Br:15]N1C(C)(C)C(=O)N(Br)C1=O, predict the reaction product. The product is: [NH2:1][C:2]1[C:7]2=[C:8]([Br:15])[CH:9]=[C:10]([CH2:11][CH2:12][CH2:13][OH:14])[N:6]2[N:5]=[CH:4][N:3]=1. (2) Given the reactants [N:1]1[C:10]2[C:5](=[CH:6][CH:7]=[CH:8][CH:9]=2)[CH:4]=[C:3](/[CH:11]=[CH:12]\[CH2:13][OH:14])[CH:2]=1.[C:15]([O:22]C(OC(C)(C)C)=O)([O:17][C:18]([CH3:21])([CH3:20])[CH3:19])=[O:16].[OH-].[Na+], predict the reaction product. The product is: [N:1]1[C:10]2[C:5](=[CH:6][CH:7]=[CH:8][CH:9]=2)[CH:4]=[C:3](/[CH:11]=[CH:12]\[CH2:13][OH:14])[CH:2]=1.[C:18]([O:17][C:15](=[O:16])[O-:22])([CH3:21])([CH3:20])[CH3:19].